Dataset: Full USPTO retrosynthesis dataset with 1.9M reactions from patents (1976-2016). Task: Predict the reactants needed to synthesize the given product. (1) The reactants are: [Br:1][C:2]1[C:3]([O:15][CH2:16][C:17]2[CH:22]=[CH:21][CH:20]=[CH:19][N:18]=2)=[N:4][C:5]([C:11]([F:14])([F:13])[F:12])=[C:6]([CH:10]=1)[C:7]([OH:9])=O.[NH2:23][C@H:24]([CH2:29][OH:30])[CH2:25][CH:26]([CH3:28])[CH3:27]. Given the product [Br:1][C:2]1[C:3]([O:15][CH2:16][C:17]2[CH:22]=[CH:21][CH:20]=[CH:19][N:18]=2)=[N:4][C:5]([C:11]([F:14])([F:13])[F:12])=[C:6]([CH:10]=1)[C:7]([NH:23][CH:24]([CH2:29][OH:30])[CH2:25][CH:26]([CH3:28])[CH3:27])=[O:9], predict the reactants needed to synthesize it. (2) Given the product [CH:1]([C:4]1[CH:9]=[CH:8][C:7]([CH:10]2[C:14]3[C:15]([CH3:22])=[C:16]([NH:21][C:30](=[O:31])[C:29]4[CH:33]=[CH:34][C:35]([O:36][CH3:37])=[C:27]([O:26][CH3:25])[CH:28]=4)[C:17]([CH3:20])=[C:18]([CH3:19])[C:13]=3[O:12][C:11]2([CH3:24])[CH3:23])=[CH:6][CH:5]=1)([CH3:3])[CH3:2], predict the reactants needed to synthesize it. The reactants are: [CH:1]([C:4]1[CH:9]=[CH:8][C:7]([CH:10]2[C:14]3[C:15]([CH3:22])=[C:16]([NH2:21])[C:17]([CH3:20])=[C:18]([CH3:19])[C:13]=3[O:12][C:11]2([CH3:24])[CH3:23])=[CH:6][CH:5]=1)([CH3:3])[CH3:2].[CH3:25][O:26][C:27]1[CH:28]=[C:29]([CH:33]=[CH:34][C:35]=1[O:36][CH3:37])[C:30](Cl)=[O:31]. (3) The reactants are: Cl[C:2]1[N:10]=[C:9](Cl)[CH:8]=[CH:7][C:3]=1[C:4]([NH2:6])=[O:5].[O:12]([C:19]1[CH:24]=[CH:23][C:22]([OH:25])=[CH:21][CH:20]=1)[C:13]1[CH:18]=[CH:17][CH:16]=[CH:15][CH:14]=1.C(O[C:31](=[O:38])[NH:32][C@H:33]1[CH2:37][CH2:36][NH:35][CH2:34]1)(C)(C)C.[C:39](O)(=O)[CH:40]=C. Given the product [C:31]([NH:32][C@H:33]1[CH2:37][CH2:36][N:35]([C:9]2[CH:8]=[CH:7][C:3]([C:4]([NH2:6])=[O:5])=[C:2]([O:25][C:22]3[CH:21]=[CH:20][C:19]([O:12][C:13]4[CH:18]=[CH:17][CH:16]=[CH:15][CH:14]=4)=[CH:24][CH:23]=3)[N:10]=2)[CH2:34]1)(=[O:38])[CH:39]=[CH2:40], predict the reactants needed to synthesize it. (4) Given the product [CH:1]1([NH:4][C:5](=[O:6])[C:7]2[CH:12]=[CH:11][C:10]([C:13]3[N:17]4[CH:18]=[C:19]([O:34][C:35]5[CH:40]=[CH:39][CH:38]=[C:37]([F:41])[CH:36]=5)[CH:20]=[C:21]([NH:22][CH2:30][CH:31]([F:33])[F:32])[C:16]4=[N:15][CH:14]=3)=[CH:9][C:8]=2[CH3:42])[CH2:2][CH2:3]1, predict the reactants needed to synthesize it. The reactants are: [CH:1]1([NH:4][C:5]([C:7]2[CH:12]=[CH:11][C:10]([C:13]3[N:17]4[CH:18]=[C:19]([O:34][C:35]5[CH:40]=[CH:39][CH:38]=[C:37]([F:41])[CH:36]=5)[CH:20]=[C:21]([N:22]([CH2:30][CH:31]([F:33])[F:32])C(=O)OC(C)(C)C)[C:16]4=[N:15][CH:14]=3)=[CH:9][C:8]=2[CH3:42])=[O:6])[CH2:3][CH2:2]1.C(O)(C(F)(F)F)=O.O. (5) Given the product [Br:17][C:18]1[CH:23]=[C:22]([N:12]2[C:8]3[CH:7]=[CH:6][N:5]=[C:4]([NH:3][CH2:1][CH3:2])[C:9]=3[C:10]([C:13]([O:15][CH3:16])=[O:14])=[N:11]2)[CH:21]=[CH:20][CH:19]=1, predict the reactants needed to synthesize it. The reactants are: [CH2:1]([NH:3][C:4]1[C:9]2[C:10]([C:13]([O:15][CH3:16])=[O:14])=[N:11][NH:12][C:8]=2[CH:7]=[CH:6][N:5]=1)[CH3:2].[Br:17][C:18]1[CH:19]=[C:20](B(O)O)[CH:21]=[CH:22][CH:23]=1. (6) Given the product [C:1]([C:5]1[CH:6]=[CH:7][C:8]([CH2:9][O:10][CH2:13][CH:15]2[CH2:16][O:17]2)=[CH:11][CH:12]=1)([CH3:4])([CH3:2])[CH3:3], predict the reactants needed to synthesize it. The reactants are: [C:1]([C:5]1[CH:12]=[CH:11][C:8]([CH2:9][OH:10])=[CH:7][CH:6]=1)([CH3:4])([CH3:3])[CH3:2].[CH2:13]([CH:15]1[O:17][CH2:16]1)Cl. (7) Given the product [CH3:10][O:11][C:12](=[O:33])[CH2:13][C@@H:14]1[CH2:18][S:17][C:16]([C:19]2[NH:20][C:21]3[C:26]([CH:27]=2)=[CH:25][C:24]([CH2:28][O:7][C:1]2[CH:6]=[CH:5][CH:4]=[CH:3][CH:2]=2)=[CH:23][C:22]=3[N+:30]([O-:32])=[O:31])=[N:15]1, predict the reactants needed to synthesize it. The reactants are: [C:1]1([OH:7])[CH:6]=[CH:5][CH:4]=[CH:3][CH:2]=1.[H-].[Na+].[CH3:10][O:11][C:12](=[O:33])[CH2:13][C@@H:14]1[CH2:18][S:17][C:16]([C:19]2[NH:20][C:21]3[C:26]([CH:27]=2)=[CH:25][C:24]([CH2:28]Cl)=[CH:23][C:22]=3[N+:30]([O-:32])=[O:31])=[N:15]1.[NH4+].[Cl-].